From a dataset of Full USPTO retrosynthesis dataset with 1.9M reactions from patents (1976-2016). Predict the reactants needed to synthesize the given product. Given the product [OH:1][CH2:2][CH2:3][O:4][CH2:5][CH2:6][NH:7][C:8]([C:10]1[C:11]([CH3:53])=[C:12]2[CH:33]=[C:31]3[N:32]=[C:28]([C:29]([CH3:36])=[C:30]3[CH2:34][CH3:35])[CH:27]=[C:25]3[NH:26][C:22]([C:23]([CH3:39])=[C:24]3[CH2:37][OH:38])=[CH:21][C:19]3=[N:20][C:16]([CH:17]([CH2:41][CH2:42][C:43]([O:45][CH3:46])=[O:44])[CH:18]3[CH3:40])=[C:15]([CH:47]([OH:52])[C:48]([O:50][CH3:51])=[O:49])[C:14]=1[NH:13]2)=[O:9], predict the reactants needed to synthesize it. The reactants are: [OH:1][CH2:2][CH2:3][O:4][CH2:5][CH2:6][NH:7][C:8]([C:10]1[C:11]([CH3:53])=[C:12]2[CH:33]=[C:31]3[N:32]=[C:28]([C:29]([CH3:36])=[C:30]3[CH2:34][CH3:35])[CH:27]=[C:25]3[NH:26][C:22]([C:23]([CH3:39])=[C:24]3[CH:37]=[O:38])=[CH:21][C:19]3=[N:20][C:16]([CH:17]([CH2:41][CH2:42][C:43]([O:45][CH3:46])=[O:44])[CH:18]3[CH3:40])=[C:15]([CH:47]([OH:52])[C:48]([O:50][CH3:51])=[O:49])[C:14]=1[NH:13]2)=[O:9].